Dataset: Full USPTO retrosynthesis dataset with 1.9M reactions from patents (1976-2016). Task: Predict the reactants needed to synthesize the given product. (1) Given the product [F:1][C:2]([F:7])([F:6])[C:3]([OH:5])=[O:4].[Cl:8][C:9]1[CH:14]=[CH:13][C:12]([NH:15][C:16]([C:18]2([F:31])[CH2:23][CH2:22][CH2:21][NH:20][CH2:19]2)=[O:17])=[CH:11][CH:10]=1, predict the reactants needed to synthesize it. The reactants are: [F:1][C:2]([F:7])([F:6])[C:3]([OH:5])=[O:4].[Cl:8][C:9]1[CH:14]=[CH:13][C:12]([NH:15][C:16]([C:18]2([F:31])[CH2:23][CH2:22][CH2:21][N:20](C(OC(C)(C)C)=O)[CH2:19]2)=[O:17])=[CH:11][CH:10]=1. (2) Given the product [Cl:1][C:2]1[C:7]2[CH:8]=[CH:9][NH:10][C:6]=2[CH:5]=[CH:4][N:3]=1, predict the reactants needed to synthesize it. The reactants are: [Cl:1][C:2]1[C:7]2[CH2:8][CH2:9][NH:10][C:6]=2[CH:5]=[CH:4][N:3]=1. (3) Given the product [C:1]([O:5][C:6]([NH:8][C@H:9]([C:29](=[O:48])[CH2:33][CH:32]([OH:31])[C:34](=[O:46])[NH:35][C@H:36]1[C:45]2[C:40](=[CH:41][CH:42]=[CH:43][CH:44]=2)[CH2:39][CH2:38][CH2:37]1)[CH2:10][C:11]1[CH:12]=[CH:13][C:14]([O:15][CH2:16][C:17]2[CH:18]=[CH:19][C:20]([C:21]([O:23][CH3:24])=[O:22])=[CH:25][CH:26]=2)=[CH:27][CH:28]=1)=[O:7])([CH3:4])([CH3:3])[CH3:2], predict the reactants needed to synthesize it. The reactants are: [C:1]([O:5][C:6]([NH:8][C@H:9]([C:29]1[CH2:33][CH:32]([C:34](=[O:46])[NH:35][C@H:36]2[C:45]3[C:40](=[CH:41][CH:42]=[CH:43][CH:44]=3)[CH2:39][CH2:38][CH2:37]2)[O:31]N=1)[CH2:10][C:11]1[CH:28]=[CH:27][C:14]([O:15][CH2:16][C:17]2[CH:26]=[CH:25][C:20]([C:21]([O:23][CH3:24])=[O:22])=[CH:19][CH:18]=2)=[CH:13][CH:12]=1)=[O:7])([CH3:4])([CH3:3])[CH3:2].B(O)(O)[OH:48]. (4) Given the product [N:5]1[C:4]2[CH:8]=[CH:9][S:10][C:3]=2[C:2]([N:15]2[CH2:16][CH2:17][CH:12]([O:11][C:28](=[O:27])[NH:29][C:30]3[CH:35]=[CH:34][C:33]([CH:36]([CH3:37])[CH3:38])=[CH:32][CH:31]=3)[CH2:13][CH2:14]2)=[N:7][CH:6]=1, predict the reactants needed to synthesize it. The reactants are: Cl[C:2]1[C:3]2[S:10][CH:9]=[CH:8][C:4]=2[N:5]=[CH:6][N:7]=1.[OH:11][CH:12]1[CH2:17][CH2:16][NH:15][CH2:14][CH2:13]1.[N+](C1C=CC([O:27][C:28](=O)[NH:29][C:30]2[CH:35]=[CH:34][C:33]([CH:36]([CH3:38])[CH3:37])=[CH:32][CH:31]=2)=CC=1)([O-])=O.[H-].[Na+]. (5) Given the product [CH2:1]([O:3][C:4](=[O:20])[C:5]1[CH:17]=[C:16]([CH2:18][O:19][CH3:24])[CH:15]=[C:7]([C:8]([N:10]([CH3:14])[CH2:11][CH2:12][CH3:13])=[O:9])[CH:6]=1)[CH3:2], predict the reactants needed to synthesize it. The reactants are: [CH2:1]([O:3][C:4](=[O:20])[C:5]1[CH:17]=[C:16]([CH2:18][OH:19])[CH:15]=[C:7]([C:8]([N:10]([CH3:14])[CH2:11][CH2:12][CH3:13])=[O:9])[CH:6]=1)[CH3:2].[H-].[Na+].I[CH3:24]. (6) Given the product [O:1]1[CH:5]=[CH:4][C:3]([CH2:6][N:7]([CH2:8][C:9]2[CH:10]=[CH:11][C:12]([O:15][CH3:16])=[CH:13][CH:14]=2)[S:18]([C:21]2[CH:22]=[CH:23][C:24]([C:25]([O:27][CH3:28])=[O:26])=[CH:29][CH:30]=2)(=[O:20])=[O:19])=[CH:2]1, predict the reactants needed to synthesize it. The reactants are: [O:1]1[CH:5]=[CH:4][C:3]([CH2:6][NH:7][CH2:8][C:9]2[CH:14]=[CH:13][C:12]([O:15][CH3:16])=[CH:11][CH:10]=2)=[CH:2]1.Cl[S:18]([C:21]1[CH:30]=[CH:29][C:24]([C:25]([O:27][CH3:28])=[O:26])=[CH:23][CH:22]=1)(=[O:20])=[O:19].C(N(CC)CC)C. (7) Given the product [Cl:20][C:19]1[C:14]([N:11]2[CH2:10][CH2:9][NH:8][CH2:13][CH2:12]2)=[N:15][CH:16]=[CH:17][N:18]=1, predict the reactants needed to synthesize it. The reactants are: C(OC([N:8]1[CH2:13][CH2:12][N:11]([C:14]2[C:19]([Cl:20])=[N:18][CH:17]=[CH:16][N:15]=2)[CH2:10][CH2:9]1)=O)(C)(C)C.Cl.[OH-].[Na+].